From a dataset of Forward reaction prediction with 1.9M reactions from USPTO patents (1976-2016). Predict the product of the given reaction. (1) Given the reactants [C:1]([C:3]1[C:4]([CH3:28])=[C:5]2[C:10](=[CH:11][CH:12]=1)[CH:9]([CH2:13][CH2:14][CH2:15][C:16]([O:18][CH2:19][CH3:20])=[O:17])[N:8]([C:21]([O:23][C:24]([CH3:27])([CH3:26])[CH3:25])=[O:22])[CH2:7][CH2:6]2)#[N:2].Cl.[NH2:30][OH:31].C(=O)(O)[O-].[Na+], predict the reaction product. The product is: [CH2:19]([O:18][C:16](=[O:17])[CH2:15][CH2:14][CH2:13][CH:9]1[C:10]2[C:5](=[C:4]([CH3:28])[C:3]([C:1]([NH:30][OH:31])=[NH:2])=[CH:12][CH:11]=2)[CH2:6][CH2:7][N:8]1[C:21]([O:23][C:24]([CH3:27])([CH3:26])[CH3:25])=[O:22])[CH3:20]. (2) Given the reactants [C:1]([NH:5][S:6]([C:9]1[CH:13]=[C:12]([CH:14]=[O:15])[N:11]([CH3:16])[CH:10]=1)(=[O:8])=[O:7])(C)(C)C.C([O-])([O-])=O.[K+].[K+].CI, predict the reaction product. The product is: [CH:14]([C:12]1[N:11]([CH3:16])[CH:10]=[C:9]([S:6]([NH:5][CH3:1])(=[O:8])=[O:7])[CH:13]=1)=[O:15]. (3) The product is: [C:1]1([NH:8][C:9]2[CH:14]=[CH:13][C:12]([CH3:15])=[CH:11][CH:10]=2)[CH:6]=[CH:5][CH:4]=[CH:3][CH:2]=1. Given the reactants [C:1]1(Cl)[CH:6]=[CH:5][CH:4]=[CH:3][CH:2]=1.[NH2:8][C:9]1[CH:14]=[CH:13][C:12]([CH3:15])=[CH:11][CH:10]=1.CC([O-])(C)C.[Na+], predict the reaction product. (4) Given the reactants [NH:1]1[C:9]2[C:4](=[CH:5][CH:6]=[CH:7][CH:8]=2)[CH2:3][CH2:2]1.C=O.[BH3-][C:13]#N.[Na+], predict the reaction product. The product is: [CH3:13][N:1]1[C:9]2[C:4](=[CH:5][CH:6]=[CH:7][CH:8]=2)[CH2:3][CH2:2]1. (5) Given the reactants [Cl:1][C:2]1[CH:3]=[C:4]2[C:8](=[CH:9][CH:10]=1)[N:7]([CH2:11][C:12]([O:14][CH2:15][CH3:16])=[O:13])[C:6](=[O:17])[C:5]2([C:20]1[C:21]([OH:29])=[CH:22][C:23]2[O:27][CH2:26][CH2:25][C:24]=2[CH:28]=1)[CH2:18]O.ClC1C=CC(Cl)=C2C=1C(C1C(O)=CC3OCOC=3C=1)(CO)C(=O)N2CCCCC, predict the reaction product. The product is: [Cl:1][C:2]1[CH:3]=[C:4]2[C:8](=[CH:9][CH:10]=1)[N:7]([CH2:11][C:12]([O:14][CH2:15][CH3:16])=[O:13])[C:6](=[O:17])[C:5]12[CH2:18][O:29][C:21]2[CH:22]=[C:23]3[C:24](=[CH:28][C:20]1=2)[CH2:25][CH2:26][O:27]3. (6) Given the reactants [Br:1]C[C:3]1[CH:4]=[C:5]([CH2:9][C:10]([OH:12])=[O:11])[CH:6]=[CH:7][CH:8]=1.[N:13]12[CH2:20][CH2:19][N:16]([CH2:17][CH2:18]1)[CH2:15][CH2:14]2.O.[CH3:22]S(C)=O, predict the reaction product. The product is: [Br-:1].[C:10]([CH2:9][C:5]1[CH:4]=[CH:3][C:8]([CH2:22][N+:13]23[CH2:20][CH2:19][N:16]([CH2:17][CH2:18]2)[CH2:15][CH2:14]3)=[CH:7][CH:6]=1)([OH:12])=[O:11].